Task: Regression/Classification. Given a drug SMILES string, predict its toxicity properties. Task type varies by dataset: regression for continuous values (e.g., LD50, hERG inhibition percentage) or binary classification for toxic/non-toxic outcomes (e.g., AMES mutagenicity, cardiotoxicity, hepatotoxicity). Dataset: ames.. Dataset: Ames mutagenicity test results for genotoxicity prediction (1) The drug is CC(=O)Nc1cc(N=Nc2ccc(C)c(NC(C)=O)c2)ccc1C. The result is 0 (non-mutagenic). (2) The compound is Cc1cccc2c1-c1cc3ccccc3cc1C1NC21. The result is 1 (mutagenic). (3) The compound is C=C1CC23CCC4C(C)(C(=O)OC5OC(CO)C(O)C(O)C5O)CCCC4(C)C2CCC1(OC1OC(CO)C(O)C(O)C1OC1OC(C)C(O)C(O)C1O)C3. The result is 0 (non-mutagenic). (4) The compound is CC(C)COC(=O)c1ccccc1N. The result is 0 (non-mutagenic). (5) The drug is NC(=O)N/N=C/C(=O)O. The result is 0 (non-mutagenic). (6) The drug is CCCCN(CCCCO)N=O. The result is 1 (mutagenic). (7) The drug is CC(=O)Nc1ccc(/C=N/n2nnc3ccnc-3c2O)cc1. The result is 1 (mutagenic).